The task is: Predict which catalyst facilitates the given reaction.. This data is from Catalyst prediction with 721,799 reactions and 888 catalyst types from USPTO. (1) Reactant: [Cl:1][C:2]1[CH:3]=[C:4]([C:8]2[O:12][C:11]([CH:13]=[O:14])=[CH:10][CH:9]=2)[CH:5]=[CH:6][CH:7]=1.C[Mg+].[Br-].[CH3:18]COCC. The catalyst class is: 1. Product: [Cl:1][C:2]1[CH:3]=[C:4]([C:8]2[O:12][C:11]([CH:13]([OH:14])[CH3:18])=[CH:10][CH:9]=2)[CH:5]=[CH:6][CH:7]=1. (2) Reactant: [NH2:1][C:2]1[C:3]([O:8][CH3:9])=[N:4][CH:5]=[CH:6][CH:7]=1.C(N(CC)CC)C.[Cl-].ClC1N(C)CC[NH+]1C.[CH3:26][O:27][C:28]1[C:29](=[O:52])[C:30]([CH3:51])=[C:31]([CH2:37][C:38]2[CH:39]=[CH:40][C:41]([O:47][C:48](=[O:50])[CH3:49])=[C:42]([CH:46]=2)[C:43](O)=[O:44])[C:32](=[O:36])[C:33]=1[O:34][CH3:35]. Product: [CH3:9][O:8][C:3]1[C:2]([NH:1][C:43](=[O:44])[C:42]2[CH:46]=[C:38]([CH2:37][C:31]3[C:32](=[O:36])[C:33]([O:34][CH3:35])=[C:28]([O:27][CH3:26])[C:29](=[O:52])[C:30]=3[CH3:51])[CH:39]=[CH:40][C:41]=2[O:47][C:48](=[O:50])[CH3:49])=[CH:7][CH:6]=[CH:5][N:4]=1. The catalyst class is: 2.